Dataset: Reaction yield outcomes from USPTO patents with 853,638 reactions. Task: Predict the reaction yield, written as a fraction of the theoretical maximum amount of product (1.0 means a 100% yield; for example, 0.34 means a 34% yield). (1) The reactants are [C:1]([O:5][C@@H:6]([C:12]1[C:13]([CH3:34])=[N:14][C:15]([CH3:33])=[C:16]([C:26]2[CH:31]=[CH:30][C:29](O)=[CH:28][CH:27]=2)[C:17]=1[N:18]1[CH2:23][CH2:22][C:21]([CH3:25])([CH3:24])[CH2:20][CH2:19]1)[C:7]([O:9]CC)=[O:8])([CH3:4])([CH3:3])[CH3:2].[F:35][C:36]1[C:41]([F:42])=[CH:40][C:39]([F:43])=[C:38]([F:44])[C:37]=1[CH2:45][CH2:46][OH:47].C1C=CC(P(C2C=CC=CC=2)C2C=CC=CC=2)=CC=1.CC(OC(/N=N/C(OC(C)C)=O)=O)C.[OH-].[Na+]. The catalyst is C1COCC1.CO. The product is [C:1]([O:5][C@@H:6]([C:12]1[C:13]([CH3:34])=[N:14][C:15]([CH3:33])=[C:16]([C:26]2[CH:27]=[CH:28][C:29]([O:47][CH2:46][CH2:45][C:37]3[C:36]([F:35])=[C:41]([F:42])[CH:40]=[C:39]([F:43])[C:38]=3[F:44])=[CH:30][CH:31]=2)[C:17]=1[N:18]1[CH2:19][CH2:20][C:21]([CH3:25])([CH3:24])[CH2:22][CH2:23]1)[C:7]([OH:9])=[O:8])([CH3:4])([CH3:2])[CH3:3]. The yield is 0.225. (2) The reactants are [C:1]([O:5][C:6]([C:8]1([C:13]([O:15]C(C)(C)C)=[O:14])[CH2:10][CH:9]1[CH2:11][CH3:12])=[O:7])([CH3:4])([CH3:3])[CH3:2].CC(C)([O-])C.[K+]. The catalyst is CCOCC.O. The product is [C:1]([O:5][C:6]([C:8]1([C:13]([OH:15])=[O:14])[CH2:10][CH:9]1[CH2:11][CH3:12])=[O:7])([CH3:2])([CH3:3])[CH3:4]. The yield is 0.690. (3) The catalyst is C(OCC)C.ClCC#N.[Cl-].[Cl-].[Zn+2]. The product is [OH:2][C:1]1[C:9]2[C:12](=[O:13])[CH2:11][O:8][C:7]=2[CH:6]=[C:4]([OH:5])[CH:3]=1. The reactants are [C:1]1([CH:9]=[C:7]([OH:8])[CH:6]=[C:4]([OH:5])[CH:3]=1)[OH:2].Cl.[CH3:11][CH2:12][O:13]CC. The yield is 0.700. (4) The reactants are Cl[C:2]1[CH:7]=[CH:6][NH:5][C:4](=[O:8])[C:3]=1[C:9]1[NH:27][C:12]2=[CH:13][C:14]3[C:15](=[O:26])[N:16]([CH2:21][CH2:22][N:23]([CH3:25])[CH3:24])[C:17](=[O:20])[C:18]=3[CH:19]=[C:11]2[N:10]=1.[F:28][C:29]1[CH:34]=[CH:33][C:32]([F:35])=[CH:31][C:30]=1[CH2:36][CH:37]([NH2:39])[CH3:38].C(N(CC)C(C)C)(C)C. The catalyst is C(O)CCC. The product is [F:28][C:29]1[CH:34]=[CH:33][C:32]([F:35])=[CH:31][C:30]=1[CH2:36][CH:37]([NH:39][C:2]1[CH:7]=[CH:6][NH:5][C:4](=[O:8])[C:3]=1[C:9]1[NH:27][C:12]2=[CH:13][C:14]3[C:15](=[O:26])[N:16]([CH2:21][CH2:22][N:23]([CH3:25])[CH3:24])[C:17](=[O:20])[C:18]=3[CH:19]=[C:11]2[N:10]=1)[CH3:38]. The yield is 0.852.